Dataset: Forward reaction prediction with 1.9M reactions from USPTO patents (1976-2016). Task: Predict the product of the given reaction. (1) Given the reactants [OH:1][C:2]([CH3:10])([CH2:7][NH:8][CH3:9])[C:3](OC)=[O:4].[NH3:11], predict the reaction product. The product is: [OH:1][C:2]([CH3:10])([CH2:7][NH:8][CH3:9])[C:3]([NH2:11])=[O:4]. (2) Given the reactants [CH:1]1([OH:8])[CH2:7][CH2:6][CH:5]=[CH:4][CH2:3][CH2:2]1.N1C=CN=C1.[C:14]([Si:18](Cl)([C:25]1[CH:30]=[CH:29][CH:28]=[CH:27][CH:26]=1)[C:19]1[CH:24]=[CH:23][CH:22]=[CH:21][CH:20]=1)([CH3:17])([CH3:16])[CH3:15], predict the reaction product. The product is: [C:14]([Si:18]([O:8][CH:1]1[CH2:7][CH2:6][CH:5]=[CH:4][CH2:3][CH2:2]1)([C:25]1[CH:30]=[CH:29][CH:28]=[CH:27][CH:26]=1)[C:19]1[CH:20]=[CH:21][CH:22]=[CH:23][CH:24]=1)([CH3:17])([CH3:15])[CH3:16].